Dataset: Caco-2 cell permeability data measuring drug intestinal absorption for ~900 compounds. Task: Regression/Classification. Given a drug SMILES string, predict its absorption, distribution, metabolism, or excretion properties. Task type varies by dataset: regression for continuous measurements (e.g., permeability, clearance, half-life) or binary classification for categorical outcomes (e.g., BBB penetration, CYP inhibition). For this dataset (caco2_wang), we predict Y. (1) The molecule is CO[C@H]1C[C@]2(C)C3CC[C@]4(C)[C@@H]([C@@](C)(O)[C@H](O)CCC(C)C)CC[C@@]4(O)C3=CC(=O)[C@@H]2C[C@H]1O. The Y is -4.70 log Papp (cm/s). (2) The compound is Cn1c(N2CCCN(CCCN3c4ccccc4Sc4ccc(C(=O)O)cc43)CC2)cc(=O)n(C)c1=O. The Y is -4.83 log Papp (cm/s).